From a dataset of CYP2C19 inhibition data for predicting drug metabolism from PubChem BioAssay. Regression/Classification. Given a drug SMILES string, predict its absorption, distribution, metabolism, or excretion properties. Task type varies by dataset: regression for continuous measurements (e.g., permeability, clearance, half-life) or binary classification for categorical outcomes (e.g., BBB penetration, CYP inhibition). Dataset: cyp2c19_veith. (1) The drug is N#CCCn1c(=O)cnc2cnc(Nc3ccccc3)nc21. The result is 0 (non-inhibitor). (2) The compound is O=[N+]([O-])c1cccc(/C=N/Nc2cc(Cl)nc(-c3ccccc3)n2)c1. The result is 1 (inhibitor).